Dataset: Reaction yield outcomes from USPTO patents with 853,638 reactions. Task: Predict the reaction yield, written as a fraction of the theoretical maximum amount of product (1.0 means a 100% yield; for example, 0.34 means a 34% yield). (1) The reactants are [S:1](=[O:35])(=[O:34])([O:3][CH2:4][C@@H:5]1[C@@H:12]2[C@@H:8]([O:9]C(C)(C)[O:11]2)[C@H:7]([N:15]2[CH:23]=[N:22][C:21]3[C:16]2=[N:17][CH:18]=[N:19][C:20]=3[NH:24][C@@H:25]2[C:33]3[C:28](=[CH:29][CH:30]=[CH:31][CH:32]=3)[CH2:27][CH2:26]2)[O:6]1)[NH2:2]. The catalyst is FC(F)(F)C(O)=O.O. The product is [S:1](=[O:35])(=[O:34])([O:3][CH2:4][C@@H:5]1[C@@H:12]([OH:11])[C@@H:8]([OH:9])[C@H:7]([N:15]2[CH:23]=[N:22][C:21]3[C:16]2=[N:17][CH:18]=[N:19][C:20]=3[NH:24][C@@H:25]2[C:33]3[C:28](=[CH:29][CH:30]=[CH:31][CH:32]=3)[CH2:27][CH2:26]2)[O:6]1)[NH2:2]. The yield is 0.670. (2) The reactants are [CH3:1][C:2]1([CH3:38])[CH2:7][CH2:6][C:5]([C:8]2[CH:13]=[C:12]([C:14]([CH3:27])([CH3:26])[CH2:15][N:16]3[CH2:20][CH:19]4[O:21]C(C)(C)[O:23][CH:18]4[CH2:17]3)[CH:11]=[CH:10][C:9]=2[NH:28][C:29]([C:31]2[NH:32][CH:33]=[C:34]([C:36]#[N:37])[N:35]=2)=[O:30])=[CH:4][CH2:3]1.[ClH:39].C1COCC1. The catalyst is CCOC(C)=O. The product is [ClH:39].[OH:21][CH:19]1[CH:18]([OH:23])[CH2:17][N:16]([CH2:15][C:14]([C:12]2[CH:11]=[CH:10][C:9]([NH:28][C:29]([C:31]3[NH:32][CH:33]=[C:34]([C:36]#[N:37])[N:35]=3)=[O:30])=[C:8]([C:5]3[CH2:6][CH2:7][C:2]([CH3:38])([CH3:1])[CH2:3][CH:4]=3)[CH:13]=2)([CH3:27])[CH3:26])[CH2:20]1. The yield is 0.910. (3) The reactants are [CH3:1][S:2][C:3]1[S:4][C:5]2[CH:11]=[C:10]([C:12](OCC)=[O:13])[CH:9]=[CH:8][C:6]=2[N:7]=1.[H-].C([Al+]CC(C)C)C(C)C.C(C(C(C([O-])=O)O)O)([O-])=O.[Na+].[K+]. The catalyst is C(Cl)Cl. The product is [CH3:1][S:2][C:3]1[S:4][C:5]2[CH:11]=[C:10]([CH2:12][OH:13])[CH:9]=[CH:8][C:6]=2[N:7]=1. The yield is 0.760. (4) The reactants are [Cl:1][C:2]1[CH:3]=[CH:4][C:5]2[N:6]([C:8]([CH2:11][C:12]3[CH:22]=[CH:21][C:15]4[N:16]=[C:17]([S:19][CH3:20])[S:18][C:14]=4[CH:13]=3)=[CH:9][N:10]=2)[N:7]=1.C1C=C(Cl)C=C(C(OO)=[O:31])C=1.[O-]S([O-])(=S)=O.[Na+].[Na+]. The catalyst is C(Cl)Cl. The product is [Cl:1][C:2]1[CH:3]=[CH:4][C:5]2[N:6]([C:8]([CH2:11][C:12]3[CH:22]=[CH:21][C:15]4[N:16]=[C:17]([S:19]([CH3:20])=[O:31])[S:18][C:14]=4[CH:13]=3)=[CH:9][N:10]=2)[N:7]=1. The yield is 1.00. (5) The reactants are [CH3:1][C:2]1[CH:9]=[C:8]([C:10]([N:12]2[CH2:21][CH2:20][C:19]3[S:18][C:17]([CH3:22])=[N:16][C:15]=3[C:14]3[CH:23]=[CH:24][CH:25]=[CH:26][C:13]2=3)=[O:11])[CH:7]=[CH:6][C:3]=1[C:4]#[N:5].[BH4-].[Na+].[NH4+].[Cl-]. The catalyst is CO.O.O.O.O.O.O.[Co](Cl)Cl. The product is [NH2:5][CH2:4][C:3]1[CH:6]=[CH:7][C:8]([C:10]([N:12]2[CH2:21][CH2:20][C:19]3[S:18][C:17]([CH3:22])=[N:16][C:15]=3[C:14]3[CH:23]=[CH:24][CH:25]=[CH:26][C:13]2=3)=[O:11])=[CH:9][C:2]=1[CH3:1]. The yield is 0.520.